From a dataset of Catalyst prediction with 721,799 reactions and 888 catalyst types from USPTO. Predict which catalyst facilitates the given reaction. (1) Reactant: Br[C:2]1[CH:3]=[C:4]2[C:9](=[CH:10][CH:11]=1)[N:8]=[C:7]([NH:12][C@@H:13]([C:15]1[CH:20]=[CH:19][CH:18]=[C:17]([O:21][CH3:22])[CH:16]=1)[CH3:14])[CH:6]=[N:5]2.[C:23]([N:30]1[CH:34]=[C:33](B2OC(C)(C)C(C)(C)O2)[CH:32]=[N:31]1)([O:25][C:26]([CH3:29])([CH3:28])[CH3:27])=[O:24].C(=O)([O-])[O-].[Cs+].[Cs+].[I-].[K+]. Product: [C:26]([O:25][C:23]([N:30]1[CH:34]=[C:33]([C:2]2[CH:3]=[C:4]3[C:9](=[CH:10][CH:11]=2)[N:8]=[C:7]([NH:12][C@@H:13]([C:15]2[CH:20]=[CH:19][CH:18]=[C:17]([O:21][CH3:22])[CH:16]=2)[CH3:14])[CH:6]=[N:5]3)[CH:32]=[N:31]1)=[O:24])([CH3:29])([CH3:27])[CH3:28]. The catalyst class is: 12. (2) Product: [CH3:40][Si:37]([CH3:39])([CH3:38])[CH2:36][CH2:35][O:34][CH2:33][N:7]([CH2:6][O:5][CH2:4][CH2:3][Si:2]([CH3:1])([CH3:41])[CH3:42])[C:8]1[N:13]2[N:14]=[CH:15][C:16]([I:50])=[C:12]2[N:11]=[C:10]([CH:17]2[CH2:18][CH:19]3[N:25]([C:26]([O:28][C:29]([CH3:32])([CH3:31])[CH3:30])=[O:27])[CH:23]([CH2:22][O:21][CH2:20]3)[CH2:24]2)[CH:9]=1. Reactant: [CH3:1][Si:2]([CH3:42])([CH3:41])[CH2:3][CH2:4][O:5][CH2:6][N:7]([CH2:33][O:34][CH2:35][CH2:36][Si:37]([CH3:40])([CH3:39])[CH3:38])[C:8]1[N:13]2[N:14]=[CH:15][CH:16]=[C:12]2[N:11]=[C:10]([CH:17]2[CH2:24][CH:23]3[N:25]([C:26]([O:28][C:29]([CH3:32])([CH3:31])[CH3:30])=[O:27])[CH:19]([CH2:20][O:21][CH2:22]3)[CH2:18]2)[CH:9]=1.C1C(=O)N([I:50])C(=O)C1. The catalyst class is: 10. (3) Reactant: [Br:1][C:2]1[CH:10]=[CH:9][C:8](S(=O)(=O)NC2C=CC(CCCC)=CC=2)=[CH:7][C:3]=1C(O)=O.N1CC[O:28][CH2:27]C1.N1CCCC1. Product: [Br:1][C:2]1[CH:10]=[CH:9][CH:8]=[CH:7][C:3]=1[O:28][CH3:27]. The catalyst class is: 13. (4) Reactant: Br[C:2]1[S:3][C:4]([CH2:7][CH2:8][CH3:9])=[CH:5][CH:6]=1.[CH2:10]([C:13]1[CH:18]=[CH:17][C:16]([C:19]2[CH:24]=[C:23]([F:25])[C:22](B(O)O)=[C:21]([F:29])[CH:20]=2)=[CH:15][CH:14]=1)[CH2:11][CH3:12].P([O-])(O)(O)=O.[Na+].O.O.O.O.O.O.O.O.O.O.O.O.P([O-])([O-])(O)=O.[Na+].[Na+]. Product: [F:25][C:23]1[CH:24]=[C:19]([C:16]2[CH:17]=[CH:18][C:13]([CH2:10][CH2:11][CH3:12])=[CH:14][CH:15]=2)[CH:20]=[C:21]([F:29])[C:22]=1[C:2]1[S:3][C:4]([CH2:7][CH2:8][CH3:9])=[CH:5][CH:6]=1. The catalyst class is: 398. (5) Reactant: [F:1][C:2]1[CH:25]=[C:24]([F:26])[CH:23]=[C:22]([F:27])[C:3]=1[CH2:4][NH:5][C:6]1[CH:11]=[CH:10][N:9]=[C:8]([NH:12][C:13]2[CH:14]=[N:15][N:16]([CH2:18][C:19](O)=[O:20])[CH:17]=2)[N:7]=1.CCN(C(C)C)C(C)C.Cl.[NH2:38][CH:39]([CH3:42])[C:40]#[N:41].CCCP(=O)=O. Product: [C:40]([CH:39]([NH:38][C:19](=[O:20])[CH2:18][N:16]1[CH:17]=[C:13]([NH:12][C:8]2[N:7]=[C:6]([NH:5][CH2:4][C:3]3[C:2]([F:1])=[CH:25][C:24]([F:26])=[CH:23][C:22]=3[F:27])[CH:11]=[CH:10][N:9]=2)[CH:14]=[N:15]1)[CH3:42])#[N:41]. The catalyst class is: 3. (6) Reactant: [CH2:1]([O:8][C:9]1[CH:14]=[CH:13][C:12]([C:15]2[C:20]([CH3:21])=[CH:19][C:18]([O:22][C@@H:23]3[CH2:27][CH2:26][O:25][CH2:24]3)=[CH:17][C:16]=2[CH3:28])=[CH:11][C:10]=1[CH2:29][O:30][C:31]1[CH:44]=[CH:43][C:34]2[C@H:35]([CH2:38][C:39]([O:41]C)=[O:40])[CH2:36][O:37][C:33]=2[CH:32]=1)[C:2]1[CH:7]=[CH:6][CH:5]=[CH:4][CH:3]=1.[OH-].[Li+]. Product: [CH2:1]([O:8][C:9]1[CH:14]=[CH:13][C:12]([C:15]2[C:16]([CH3:28])=[CH:17][C:18]([O:22][C@@H:23]3[CH2:27][CH2:26][O:25][CH2:24]3)=[CH:19][C:20]=2[CH3:21])=[CH:11][C:10]=1[CH2:29][O:30][C:31]1[CH:44]=[CH:43][C:34]2[C@H:35]([CH2:38][C:39]([OH:41])=[O:40])[CH2:36][O:37][C:33]=2[CH:32]=1)[C:2]1[CH:3]=[CH:4][CH:5]=[CH:6][CH:7]=1. The catalyst class is: 111. (7) Reactant: Cl.[F:2][CH:3]1[CH2:8][CH2:7][NH:6][CH2:5][CH2:4]1.C(N(CC)CC)C.FC(F)(F)S(O[C:22]1[C:23]([N+:28]([O-:30])=[O:29])=[N:24][CH:25]=[CH:26][CH:27]=1)(=O)=O.O. Product: [F:2][CH:3]1[CH2:8][CH2:7][N:6]([C:22]2[C:23]([N+:28]([O-:30])=[O:29])=[N:24][CH:25]=[CH:26][CH:27]=2)[CH2:5][CH2:4]1. The catalyst class is: 44. (8) Reactant: C[O:2][C:3]([C:5]1[CH:6]=[C:7]([NH:11][C:12]2[N:17]=[C:16]([NH:18][C:19]3[CH:24]=[CH:23][CH:22]=[C:21]([C:25]([O:27]C)=[O:26])[CH:20]=3)[C:15]([F:29])=[CH:14][N:13]=2)[CH:8]=[CH:9][CH:10]=1)=[O:4].[OH-].[Na+]. Product: [C:3]([C:5]1[CH:6]=[C:7]([NH:11][C:12]2[N:17]=[C:16]([NH:18][C:19]3[CH:24]=[CH:23][CH:22]=[C:21]([C:25]([OH:27])=[O:26])[CH:20]=3)[C:15]([F:29])=[CH:14][N:13]=2)[CH:8]=[CH:9][CH:10]=1)([OH:4])=[O:2]. The catalyst class is: 299.